From a dataset of Full USPTO retrosynthesis dataset with 1.9M reactions from patents (1976-2016). Predict the reactants needed to synthesize the given product. (1) Given the product [Br:48][C:49]1[CH:50]=[C:51]([CH:60]=[CH:61][CH:62]=1)[O:52][C:53]1[C:58]([O:12][CH2:11][CH2:10][CH2:9][C:8]2[C:3]([O:2][CH3:1])=[CH:4][N:5]=[CH:6][C:7]=2[O:13][CH3:14])=[CH:57][CH:56]=[CH:55][N:54]=1, predict the reactants needed to synthesize it. The reactants are: [CH3:1][O:2][C:3]1[CH:4]=[N:5][CH:6]=[C:7]([O:13][CH3:14])[C:8]=1[CH2:9][CH2:10][CH2:11][OH:12].C1(P(C2C=CC=CC=2)C2C=CC=CC=2)C=CC=CC=1.N(C(OC(C)C)=O)=NC(OC(C)C)=O.[Br:48][C:49]1[CH:50]=[C:51]([CH:60]=[CH:61][CH:62]=1)[O:52][C:53]1[C:58](O)=[CH:57][CH:56]=[CH:55][N:54]=1. (2) Given the product [O:29]1[CH2:28][CH2:27][O:26][CH:25]1[C:23]1[S:22][CH:21]=[C:20]([C:9]2([CH3:19])[C:10]3[C:15](=[CH:14][CH:13]=[CH:12][CH:11]=3)[CH2:16][CH2:17][NH:8]2)[CH:24]=1, predict the reactants needed to synthesize it. The reactants are: C([N:8]1[CH2:17][CH2:16][C:15]2[C:10](=[CH:11][C:12](Cl)=[CH:13][CH:14]=2)[C:9]1([C:20]1[CH:24]=[C:23]([CH:25]2[O:29][CH2:28][CH2:27][O:26]2)[S:22][CH:21]=1)[CH3:19])C1C=CC=CC=1.CO.C(O)(=O)C. (3) The reactants are: [OH:1][C:2]1[CH:7]=[CH:6][C:5]([CH:8]([CH3:12])[C:9]([OH:11])=[O:10])=[CH:4][CH:3]=1.[CH2:13](Br)[C:14]1[CH:19]=[CH:18][CH:17]=[CH:16][CH:15]=1.[OH-].[Na+]. Given the product [CH2:13]([O:1][C:2]1[CH:3]=[CH:4][C:5]([CH:8]([CH3:12])[C:9]([OH:11])=[O:10])=[CH:6][CH:7]=1)[C:14]1[CH:19]=[CH:18][CH:17]=[CH:16][CH:15]=1, predict the reactants needed to synthesize it. (4) Given the product [F:3][C:4]1[CH:5]=[CH:6][C:7]([NH:10][C:11](=[N:19][C:20]([N:28]2[CH2:33][CH2:32][CH:31]([OH:34])[CH2:30][CH2:29]2)=[N:21][C:22]2[CH:27]=[CH:26][CH:25]=[CH:24][CH:23]=2)[C:12]2[C:17]([CH3:37])=[CH:16][CH:15]=[CH:14][C:13]=2[CH3:18])=[CH:8][CH:9]=1, predict the reactants needed to synthesize it. The reactants are: [BH4-].[Na+].[F:3][C:4]1[CH:9]=[CH:8][C:7]([NH:10][C:11](=[N:19][C:20]([N:28]2[CH2:33][CH2:32][C:31](=[O:34])[CH2:30][CH2:29]2)=[N:21][C:22]2[CH:27]=[CH:26][CH:25]=[CH:24][CH:23]=2)[C:12]2[CH:17]=[CH:16][CH:15]=[CH:14][C:13]=2[CH3:18])=[CH:6][CH:5]=1.[Cl-].[NH4+].[CH2:37](O)C. (5) Given the product [OH:19][C@H:6]1[CH2:7][N:8]([S:9]([C:12]2[CH:13]=[CH:14][C:15]([CH3:18])=[CH:16][CH:17]=2)(=[O:10])=[O:11])[C@H:3]([CH2:2][OH:1])[CH2:4][C@@H:5]1[C:20]1[CH:21]=[CH:22][C:23]([O:26][S:34]([C:37]([F:40])([F:39])[F:38])(=[O:36])=[O:35])=[CH:24][CH:25]=1, predict the reactants needed to synthesize it. The reactants are: [OH:1][CH2:2][C@H:3]1[N:8]([S:9]([C:12]2[CH:17]=[CH:16][C:15]([CH3:18])=[CH:14][CH:13]=2)(=[O:11])=[O:10])[CH2:7][C@H:6]([OH:19])[C@@H:5]([C:20]2[CH:25]=[CH:24][C:23]([OH:26])=[CH:22][CH:21]=2)[CH2:4]1.C1C=CC(N([S:34]([C:37]([F:40])([F:39])[F:38])(=[O:36])=[O:35])[S:34]([C:37]([F:40])([F:39])[F:38])(=[O:36])=[O:35])=CC=1.C(N(CC)CC)C. (6) Given the product [Br:1][C:2]1[C:9]2[N:10]=[CH:36][N:13]([CH2:14][C:15]3([CH3:35])[CH2:34][CH2:33][CH2:32][C:17]4([O:21][C:20](=[O:22])[N:19]([C:23]5[CH:28]=[CH:27][CH:26]=[C:25]([O:29][CH2:30][CH3:31])[CH:24]=5)[CH2:18]4)[CH2:16]3)[C:8]=2[CH:7]=[C:4]([C:5]#[N:6])[CH:3]=1, predict the reactants needed to synthesize it. The reactants are: [Br:1][C:2]1[CH:3]=[C:4]([CH:7]=[C:8]([NH:13][CH2:14][C:15]2([CH3:35])[CH2:34][CH2:33][CH2:32][C:17]3([O:21][C:20](=[O:22])[N:19]([C:23]4[CH:28]=[CH:27][CH:26]=[C:25]([O:29][CH2:30][CH3:31])[CH:24]=4)[CH2:18]3)[CH2:16]2)[C:9]=1[N+:10]([O-])=O)[C:5]#[N:6].[CH:36](O)=O.C(OC)(OC)OC. (7) Given the product [C:22]([O:21][C:19]([N:14]1[C@@H:15]([CH3:18])[CH2:16][CH2:17][C@H:13]1[C:11]1[NH:12][C:8]([C:5]2[CH:6]=[CH:7][C:2]([C:49]3[CH:48]=[CH:47][C:46]([C:43]4[NH:42][C:41]([C@@H:31]5[CH2:30][C@H:29]([CH2:28][O:27][CH3:26])[CH2:33][N:32]5[C:34]([O:36][C:37]([CH3:40])([CH3:39])[CH3:38])=[O:35])=[N:45][CH:44]=4)=[CH:51][CH:50]=3)=[CH:3][CH:4]=2)=[CH:9][N:10]=1)=[O:20])([CH3:25])([CH3:24])[CH3:23], predict the reactants needed to synthesize it. The reactants are: Br[C:2]1[CH:7]=[CH:6][C:5]([C:8]2[NH:12][C:11]([C@@H:13]3[CH2:17][CH2:16][C@H:15]([CH3:18])[N:14]3[C:19]([O:21][C:22]([CH3:25])([CH3:24])[CH3:23])=[O:20])=[N:10][CH:9]=2)=[CH:4][CH:3]=1.[CH3:26][O:27][CH2:28][C@@H:29]1[CH2:33][N:32]([C:34]([O:36][C:37]([CH3:40])([CH3:39])[CH3:38])=[O:35])[C@H:31]([C:41]2[NH:42][C:43]([C:46]3[CH:51]=[CH:50][C:49](B4OC(C)(C)C(C)(C)O4)=[CH:48][CH:47]=3)=[CH:44][N:45]=2)[CH2:30]1.P([O-])([O-])([O-])=O.[K+].[K+].[K+].